This data is from Forward reaction prediction with 1.9M reactions from USPTO patents (1976-2016). The task is: Predict the product of the given reaction. Given the reactants [Cl:1][C:2]1[N:7]=[C:6]2[NH:8][N:9]=[CH:10][C:5]2=[C:4]([N:11]2[CH2:17][CH:16]3[O:18][CH:13]([CH2:14][CH2:15]3)[CH2:12]2)[N:3]=1.[F:19][CH2:20][CH2:21]O.CC(OC(/N=N/C(OC(C)C)=O)=O)C, predict the reaction product. The product is: [Cl:1][C:2]1[N:7]=[C:6]2[N:8]([CH2:21][CH2:20][F:19])[N:9]=[CH:10][C:5]2=[C:4]([N:11]2[CH2:17][CH:16]3[O:18][CH:13]([CH2:14][CH2:15]3)[CH2:12]2)[N:3]=1.